Dataset: hERG potassium channel inhibition data for cardiac toxicity prediction from Karim et al.. Task: Regression/Classification. Given a drug SMILES string, predict its toxicity properties. Task type varies by dataset: regression for continuous values (e.g., LD50, hERG inhibition percentage) or binary classification for toxic/non-toxic outcomes (e.g., AMES mutagenicity, cardiotoxicity, hepatotoxicity). Dataset: herg_karim. (1) The compound is COc1cc(N2CCN(CC(C)O)CC2)ccc1Nc1ncc2ccc(-c3ccccc3N(C)S(C)(=O)=O)n2n1. The result is 1 (blocker). (2) The drug is NC(=O)c1cccc(O[C@H]2C[C@@H]3CC[C@H](C2)N3C2CCCCC2)c1. The result is 1 (blocker). (3) The molecule is O=S(=O)(c1ccc2c(c1)CCNCC2)N1CC(Oc2ccc(Cl)cc2)C1. The result is 1 (blocker). (4) The compound is CCCCc1cc(OC2CCN(CCCNS(=O)(=O)CC)CC2)c2ncccc2c1.Cl.Cl. The result is 1 (blocker). (5) The compound is O=C(Nc1ccc(Cl)cn1)[C@H](CN1CC(O)C1)Oc1ncnc2c1cnn2-c1ncccc1Cl. The result is 0 (non-blocker). (6) The molecule is O=S(=O)(c1ccccc1)C1CCN(CCc2ccc(F)cc2F)CC1. The result is 1 (blocker). (7) The molecule is O=c1cc(OCc2ccccc2)ccn1-c1ccc2c(cnn2C[C@@H]2CCCN2)c1. The result is 1 (blocker).